This data is from Reaction yield outcomes from USPTO patents with 853,638 reactions. The task is: Predict the reaction yield, written as a fraction of the theoretical maximum amount of product (1.0 means a 100% yield; for example, 0.34 means a 34% yield). (1) The reactants are [NH2:1][C:2]1[O:6][N:5]=[C:4]([CH3:7])[C:3]=1[Br:8].[CH2:9]([C:17]1[CH:18]=[C:19]([S:22](Cl)(=[O:24])=[O:23])[S:20][CH:21]=1)[CH2:10][C:11]1[CH:16]=[CH:15][CH:14]=[CH:13][CH:12]=1. No catalyst specified. The product is [Br:8][C:3]1[C:4]([CH3:7])=[N:5][O:6][C:2]=1[NH:1][S:22]([C:19]1[S:20][CH:21]=[C:17]([CH2:9][CH2:10][C:11]2[CH:16]=[CH:15][CH:14]=[CH:13][CH:12]=2)[CH:18]=1)(=[O:23])=[O:24]. The yield is 0.320. (2) The yield is 0.820. The reactants are [CH3:1][O:2][C:3]1[CH:4]=[C:5]([CH:8]=[CH:9][C:10]=1[O:11][CH3:12])[CH:6]=O.Cl.[NH2:14][C:15]1([C:18]([O:20][CH3:21])=[O:19])[CH2:17][CH2:16]1. No catalyst specified. The product is [CH3:1][O:2][C:3]1[CH:4]=[C:5]([CH:8]=[CH:9][C:10]=1[O:11][CH3:12])[CH2:6][NH:14][C:15]1([C:18]([O:20][CH3:21])=[O:19])[CH2:17][CH2:16]1. (3) The reactants are C[O:2][C:3]([C:5]1[CH:13]=[C:12]2[C:8]([C:9]([CH:32]3[CH2:37][CH2:36][CH2:35][CH2:34][CH2:33]3)=[C:10]([C:23]3[CH:28]=[CH:27][C:26]([NH2:29])=[C:25]([CH:30]=O)[CH:24]=3)[N:11]2[CH2:14][C:15]([N:17]2[CH2:22][CH2:21][O:20][CH2:19][CH2:18]2)=[O:16])=[CH:7][CH:6]=1)=[O:4].[CH3:38][O:39][C:40]1[C:45]([O:46][CH3:47])=[C:44]([O:48][CH3:49])[CH:43]=[CH:42][C:41]=1[C:50](=O)[CH3:51]. No catalyst specified. The product is [CH:32]1([C:9]2[C:8]3[C:12](=[CH:13][C:5]([C:3]([OH:2])=[O:4])=[CH:6][CH:7]=3)[N:11]([CH2:14][C:15]([N:17]3[CH2:22][CH2:21][O:20][CH2:19][CH2:18]3)=[O:16])[C:10]=2[C:23]2[CH:24]=[C:25]3[C:26](=[CH:27][CH:28]=2)[N:29]=[C:50]([C:41]2[CH:42]=[CH:43][C:44]([O:48][CH3:49])=[C:45]([O:46][CH3:47])[C:40]=2[O:39][CH3:38])[CH:51]=[CH:30]3)[CH2:37][CH2:36][CH2:35][CH2:34][CH2:33]1. The yield is 0.300. (4) The yield is 0.610. The product is [CH3:35][C:10]1([CH2:9][OH:8])[S:16][CH2:15][CH2:14][N:13]2[C:17]([C:20]3([C:23]4[CH:24]=[CH:25][C:26]([C:29]5[N:30]=[CH:31][N:32]([CH3:34])[CH:33]=5)=[CH:27][CH:28]=4)[CH2:22][CH2:21]3)=[N:18][N:19]=[C:12]2[CH2:11]1. The catalyst is CO. The reactants are [Si]([O:8][CH2:9][C:10]1([CH3:35])[S:16][CH2:15][CH2:14][N:13]2[C:17]([C:20]3([C:23]4[CH:28]=[CH:27][C:26]([C:29]5[N:30]=[CH:31][N:32]([CH3:34])[CH:33]=5)=[CH:25][CH:24]=4)[CH2:22][CH2:21]3)=[N:18][N:19]=[C:12]2[CH2:11]1)(C(C)(C)C)(C)C.Cl. (5) The reactants are [O:1]=[C:2]1[CH2:7][O:6][C:5]2[N:8]=[C:9]([C:18]3[CH:23]=[CH:22][C:21]([C:24]4([NH:28]C(=O)OC(C)(C)C)[CH2:27][CH2:26][CH2:25]4)=[CH:20][CH:19]=3)[C:10]([C:12]3[CH:17]=[CH:16][CH:15]=[CH:14][CH:13]=3)=[CH:11][C:4]=2[N:3]1[C:36]1[CH:37]=[N:38][CH:39]=[CH:40][CH:41]=1. The catalyst is C(O)(C(F)(F)F)=O. The product is [NH2:28][C:24]1([C:21]2[CH:20]=[CH:19][C:18]([C:9]3[C:10]([C:12]4[CH:17]=[CH:16][CH:15]=[CH:14][CH:13]=4)=[CH:11][C:4]4[N:3]([C:36]5[CH:37]=[N:38][CH:39]=[CH:40][CH:41]=5)[C:2](=[O:1])[CH2:7][O:6][C:5]=4[N:8]=3)=[CH:23][CH:22]=2)[CH2:27][CH2:26][CH2:25]1. The yield is 0.490. (6) The yield is 0.960. The product is [Cl:16][CH2:12][C:11]1[C:7]([C:2]2[CH:3]=[CH:4][CH:5]=[CH:6][N:1]=2)=[N:8][O:9][CH:10]=1. The reactants are [N:1]1[CH:6]=[CH:5][CH:4]=[CH:3][C:2]=1[C:7]1[C:11]([CH2:12]O)=[CH:10][O:9][N:8]=1.S(Cl)([Cl:16])=O. The catalyst is C(Cl)Cl. (7) The reactants are [NH2:1][C:2]1[S:3][C@:4]2([CH2:28]O)[C@H:6]([C@:7]([C:11]3[CH:12]=[C:13]([NH:18][C:19](=[O:27])[C:20]4[CH:25]=[CH:24][C:23]([Cl:26])=[CH:22][N:21]=4)[CH:14]=[CH:15][C:16]=3[F:17])([CH2:9][F:10])[N:8]=1)[CH2:5]2.COCCN(S(F)(F)[F:40])CCOC. The catalyst is C(Cl)Cl. The product is [NH2:1][C:2]1[S:3][C@:4]2([CH2:28][F:40])[C@H:6]([C@:7]([C:11]3[CH:12]=[C:13]([NH:18][C:19](=[O:27])[C:20]4[CH:25]=[CH:24][C:23]([Cl:26])=[CH:22][N:21]=4)[CH:14]=[CH:15][C:16]=3[F:17])([CH2:9][F:10])[N:8]=1)[CH2:5]2. The yield is 0.180. (8) The reactants are [Br:1][C:2]1[CH:7]=[C:6]([O:8][CH3:9])[CH:5]=[CH:4][C:3]=1[CH2:10][C:11]([CH3:16])([CH3:15])[CH2:12][CH:13]=[O:14].[OH-].[Na+].[CH2:19]([OH:21])[CH3:20]. The catalyst is O.Cl.O1CCOCC1.[N+]([O-])([O-])=O.[Ag+]. The product is [Br:1][C:2]1[CH:7]=[C:6]([O:8][CH3:9])[CH:5]=[CH:4][C:3]=1[CH2:10][C:11]([CH3:16])([CH3:15])[CH2:12][C:13]([O:21][CH2:19][CH3:20])=[O:14]. The yield is 0.710. (9) The reactants are CC([Mg]Cl)C.[Br:6][C:7]1[CH:12]=[CH:11][C:10](Br)=[CH:9][N:8]=1.CN(C)[CH:16]=[CH:17][CH:18]=[O:19].Cl. The catalyst is C1COCC1. The product is [Br:6][C:7]1[N:8]=[CH:9][C:10]([CH:16]=[CH:17][CH:18]=[O:19])=[CH:11][CH:12]=1. The yield is 0.260. (10) The reactants are Br[CH2:2][C:3]1[CH:8]=[CH:7][C:6]([S:9]([N:12]2[CH2:17][CH2:16][O:15][CH2:14][CH2:13]2)(=[O:11])=[O:10])=[CH:5][CH:4]=1.[P:18]([O:25]CC)([O:22][CH2:23][CH3:24])[O:19][CH2:20][CH3:21].N#N. No catalyst specified. The product is [O:15]1[CH2:16][CH2:17][N:12]([S:9]([C:6]2[CH:7]=[CH:8][C:3]([CH2:2][P:18](=[O:25])([O:22][CH2:23][CH3:24])[O:19][CH2:20][CH3:21])=[CH:4][CH:5]=2)(=[O:11])=[O:10])[CH2:13][CH2:14]1. The yield is 0.710.